Dataset: Catalyst prediction with 721,799 reactions and 888 catalyst types from USPTO. Task: Predict which catalyst facilitates the given reaction. Reactant: [NH2:1][C:2]1[C:11]([C:12]#[N:13])=[C:10]([NH:14][CH2:15][C:16]2[CH:21]=[CH:20][CH:19]=[CH:18][CH:17]=2)[C:9]2[C:4](=[CH:5][CH:6]=[C:7]([N:22]([CH3:24])[CH3:23])[CH:8]=2)[N:3]=1.[CH3:25][O:26][C:27]1[CH:35]=[CH:34][C:30]([C:31](Cl)=[O:32])=[CH:29][CH:28]=1. Product: [CH3:25][O:26][C:27]1[CH:35]=[CH:34][C:30]([C:31]([N:1]([C:31](=[O:32])[C:30]2[CH:34]=[CH:35][C:27]([O:26][CH3:25])=[CH:28][CH:29]=2)[C:2]2[C:11]([C:12]#[N:13])=[C:10]([NH:14][CH2:15][C:16]3[CH:17]=[CH:18][CH:19]=[CH:20][CH:21]=3)[C:9]3[C:4](=[CH:5][CH:6]=[C:7]([N:22]([CH3:24])[CH3:23])[CH:8]=3)[N:3]=2)=[O:32])=[CH:29][CH:28]=1. The catalyst class is: 17.